From a dataset of Full USPTO retrosynthesis dataset with 1.9M reactions from patents (1976-2016). Predict the reactants needed to synthesize the given product. (1) Given the product [Br:1][C:2]1[CH:21]=[CH:20][C:5]([O:6][C:7]2[N:14]=[C:13]([N:15]([CH2:17][CH2:18][O:19][Si:28]([C:25]([CH3:27])([CH3:26])[CH3:24])([CH3:30])[CH3:29])[CH3:16])[CH:12]=[CH:11][C:8]=2[C:9]#[N:10])=[CH:4][C:3]=1[CH:22]=[O:23], predict the reactants needed to synthesize it. The reactants are: [Br:1][C:2]1[CH:21]=[CH:20][C:5]([O:6][C:7]2[N:14]=[C:13]([N:15]([CH2:17][CH2:18][OH:19])[CH3:16])[CH:12]=[CH:11][C:8]=2[C:9]#[N:10])=[CH:4][C:3]=1[CH:22]=[O:23].[CH3:24][C:25]([Si:28](Cl)([CH3:30])[CH3:29])([CH3:27])[CH3:26].CCN(CC)CC. (2) Given the product [OH:1][N:2]=[C:3]([C:5]1[C:9]([NH:10][CH2:11][CH2:12][NH:13][S:14]([CH3:17])(=[O:16])=[O:15])=[N:8][O:7][N:6]=1)[NH:4][C:25]1[CH:24]=[CH:22][CH:21]=[C:20]([C:19]([F:28])([F:27])[F:18])[CH:26]=1, predict the reactants needed to synthesize it. The reactants are: [OH:1][N:2]=[C:3]([C:5]1[C:9]([NH:10][CH2:11][CH2:12][NH:13][S:14]([CH3:17])(=[O:16])=[O:15])=[N:8][O:7][N:6]=1)[NH2:4].[F:18][C:19]([F:28])([F:27])[C:20]1[CH:21]=[C:22]([CH:24]=[CH:25][CH:26]=1)N. (3) Given the product [OH:5][CH2:4][CH2:3][N:2]([CH2:13][C:12]1[CH:15]=[C:16]([N+:19]([O-:21])=[O:20])[CH:17]=[CH:18][C:11]=1[OH:10])[CH3:1], predict the reactants needed to synthesize it. The reactants are: [CH3:1][NH:2][CH2:3][CH2:4][OH:5].C(O)(=O)C.[OH:10][C:11]1[CH:18]=[CH:17][C:16]([N+:19]([O-:21])=[O:20])=[CH:15][C:12]=1[CH:13]=O.C(O[BH-](OC(=O)C)OC(=O)C)(=O)C.[Na+]. (4) Given the product [Br:1][C:2]1[CH:3]=[CH:4][C:5]2[N:9]([CH:10]3[CH2:15][CH2:14][O:13][CH2:12][CH2:11]3)[CH2:17][CH2:18][O:8][C:6]=2[CH:7]=1, predict the reactants needed to synthesize it. The reactants are: [Br:1][C:2]1[CH:3]=[CH:4][C:5]([NH:9][CH:10]2[CH2:15][CH2:14][O:13][CH2:12][CH2:11]2)=[C:6]([OH:8])[CH:7]=1.Br[CH2:17][CH2:18]Br.C(=O)([O-])[O-].[K+].[K+]. (5) Given the product [CH2:1]([O:5][C:6]([C:8]1([C:11](=[O:13])[CH2:12][Br:36])[CH2:9][CH2:10]1)=[O:7])[CH2:2][CH2:3][CH3:4], predict the reactants needed to synthesize it. The reactants are: [CH2:1]([O:5][C:6]([C:8]1([C:11](=[O:13])[CH3:12])[CH2:10][CH2:9]1)=[O:7])[CH2:2][CH2:3][CH3:4].C(N(CC)CC)C.FC(F)(F)S(O[Si](CC)(CC)CC)(=O)=O.[Br:36]N1C(=O)CCC1=O. (6) Given the product [Br:8][C:5]1[CH:6]=[CH:7][C:2]([Br:1])=[C:3]2[C:4]=1[CH:15]=[CH:16][NH:9]2, predict the reactants needed to synthesize it. The reactants are: [Br:1][C:2]1[CH:7]=[CH:6][C:5]([Br:8])=[CH:4][C:3]=1[N+:9]([O-])=O.C(=O)=O.[C:15](#N)[CH3:16].C([Mg]Br)=C.[NH4+].[Cl-].Cl. (7) Given the product [Cl:28][C:19]1[CH:20]=[C:21]([C:23]2[O:24][C:25]([C@@H:31]([OH:32])[C:30]([CH3:34])([CH3:33])[CH3:29])=[N:26][N:27]=2)[CH:22]=[C:17]([Cl:16])[N:18]=1, predict the reactants needed to synthesize it. The reactants are: CC1(C)CCCC(C)(C)N1.C([Li])CCC.[Cl:16][C:17]1[CH:22]=[C:21]([C:23]2[O:24][CH:25]=[N:26][N:27]=2)[CH:20]=[C:19]([Cl:28])[N:18]=1.[CH3:29][C:30]([CH3:34])([CH3:33])[CH:31]=[O:32]. (8) Given the product [CH3:16][C:15]([CH3:18])([CH3:17])[C:19]#[C:20][C:2]1[CH:11]=[C:10]([N+:12]([O-:14])=[O:13])[CH:9]=[CH:8][C:3]=1[C:4]([O:6][CH3:7])=[O:5], predict the reactants needed to synthesize it. The reactants are: Br[C:2]1[CH:11]=[C:10]([N+:12]([O-:14])=[O:13])[CH:9]=[CH:8][C:3]=1[C:4]([O:6][CH3:7])=[O:5].[C:15]([C:19]#[CH:20])([CH3:18])([CH3:17])[CH3:16].C(N(CC)CC)C.